The task is: Predict the product of the given reaction.. This data is from Forward reaction prediction with 1.9M reactions from USPTO patents (1976-2016). (1) Given the reactants [CH2:1]([O:8][NH:9][C:10]([C:12]1[C:13](Cl)=[N:14][C:15]([Cl:19])=[C:16]([F:18])[CH:17]=1)=[O:11])[C:2]1[CH:7]=[CH:6][CH:5]=[CH:4][CH:3]=1.[H-].[Na+].[F:23][C:24]1[CH:29]=[CH:28][C:27]([N:30]=[C:31]=[O:32])=[CH:26][CH:25]=1, predict the reaction product. The product is: [CH2:1]([O:8][N:9]1[C:10](=[O:11])[C:12]2[CH:17]=[C:16]([F:18])[C:15]([Cl:19])=[N:14][C:13]=2[N:30]([C:27]2[CH:28]=[CH:29][C:24]([F:23])=[CH:25][CH:26]=2)[C:31]1=[O:32])[C:2]1[CH:7]=[CH:6][CH:5]=[CH:4][CH:3]=1. (2) Given the reactants [C:1]1([C:27]2[CH:32]=[CH:31][CH:30]=[CH:29][CH:28]=2)[CH:6]=[CH:5][C:4]([C@@:7]2(O)[CH2:11][N:10]([C:12]([O:14][CH2:15][C:16]3[CH:21]=[CH:20][CH:19]=[CH:18][CH:17]=3)=[O:13])[C@H:9]([C:22]([O:24][CH3:25])=[O:23])[CH2:8]2)=[CH:3][CH:2]=1.[CH2:33]([SH:37])[CH2:34][CH2:35][CH3:36], predict the reaction product. The product is: [C:1]1([C:27]2[CH:32]=[CH:31][CH:30]=[CH:29][CH:28]=2)[CH:6]=[CH:5][C:4]([C@:7]2([S:37][CH2:33][CH2:34][CH2:35][CH3:36])[CH2:11][N:10]([C:12]([O:14][CH2:15][C:16]3[CH:21]=[CH:20][CH:19]=[CH:18][CH:17]=3)=[O:13])[C@H:9]([C:22]([O:24][CH3:25])=[O:23])[CH2:8]2)=[CH:3][CH:2]=1. (3) Given the reactants [Cl:1][C:2]1[CH:3]=[C:4]([C:9]2([C:25]([F:28])([F:27])[F:26])[O:13][N:12]=[C:11]([C:14]3[CH:22]=[CH:21][CH:17]([C:18]([NH2:20])=[O:19])[C:16]([CH3:24])(C)[CH:15]=3)[CH2:10]2)[CH:5]=[C:6]([Cl:8])[CH:7]=1.[CH:29](OCC)=[CH2:30].N1C2C(=CC=C3C=2N=CC=C3)C=CC=1.O, predict the reaction product. The product is: [Cl:8][C:6]1[CH:5]=[C:4]([C:9]2([C:25]([F:26])([F:27])[F:28])[O:13][N:12]=[C:11]([C:14]3[CH:22]=[CH:21][C:17]([C:18]([NH:20][CH:29]=[CH2:30])=[O:19])=[C:16]([CH3:24])[CH:15]=3)[CH2:10]2)[CH:3]=[C:2]([Cl:1])[CH:7]=1.